This data is from Forward reaction prediction with 1.9M reactions from USPTO patents (1976-2016). The task is: Predict the product of the given reaction. (1) Given the reactants [ClH:1].[C:2]([C:4]1[CH:9]=[CH:8][C:7]([CH:10]2[CH2:14][S:13][C:12]3=[N:15][CH:16]=[C:17]([C:18]([OH:20])=O)[N:11]23)=[CH:6][CH:5]=1)#[N:3].[O:21]([CH2:28][CH2:29][NH2:30])[C:22]1[CH:27]=[CH:26][CH:25]=[CH:24][CH:23]=1.CCN=C=NCCCN(C)C.Cl.C1C=CC2N(O)N=NC=2C=1.C(N(CC)C(C)C)(C)C, predict the reaction product. The product is: [ClH:1].[C:22]1([O:21][CH2:28][CH2:29][NH:30][C:18]([C:17]2[N:11]3[C:12]([S:13][CH2:14][CH:10]3[C:7]3[CH:6]=[CH:5][C:4]([C:2]#[N:3])=[CH:9][CH:8]=3)=[N:15][CH:16]=2)=[O:20])[CH:27]=[CH:26][CH:25]=[CH:24][CH:23]=1. (2) Given the reactants Cl.[N+:2]([C:5]1[CH:6]=[C:7]([CH:11]=[CH:12][CH:13]=1)[C:8]([NH2:10])=[NH:9])([O-:4])=[O:3].[CH3:14][CH:15]([C:21](OCC)=[O:22])[C:16](OCC)=[O:17], predict the reaction product. The product is: [OH:22][C:21]1[N:10]=[C:8]([C:7]2[CH:11]=[CH:12][CH:13]=[C:5]([N+:2]([O-:4])=[O:3])[CH:6]=2)[NH:9][C:16](=[O:17])[C:15]=1[CH3:14]. (3) The product is: [Cl:18][C:15]1[CH:16]=[CH:17][C:12]([C:5]2[C:6]3[C:11](=[CH:10][CH:9]=[CH:8][CH:7]=3)[C:2]([NH:37][C:34]3[CH:33]=[CH:32][C:31]([S:30][C:27]4[CH:26]=[CH:25][N:24]=[C:23]5[CH:22]=[CH:21][O:29][C:28]=45)=[CH:36][CH:35]=3)=[N:3][N:4]=2)=[N:13][CH:14]=1. Given the reactants Cl[C:2]1[C:11]2[C:6](=[CH:7][CH:8]=[CH:9][CH:10]=2)[C:5]([C:12]2[CH:17]=[CH:16][C:15]([Cl:18])=[CH:14][N:13]=2)=[N:4][N:3]=1.C[Si](C)(C)[C:21]1[O:29][C:28]2[C:23](=[N:24][CH:25]=[CH:26][C:27]=2[S:30][C:31]2[CH:36]=[CH:35][C:34]([NH2:37])=[CH:33][CH:32]=2)[CH:22]=1.CCCC[N+](CCCC)(CCCC)CCCC.[F-], predict the reaction product. (4) Given the reactants [CH3:1][O:2][C:3](=[O:13])[C:4]1[CH:9]=[C:8]([OH:10])[CH:7]=[C:6]([Cl:11])[C:5]=1[OH:12].C(N(CC)CC)C.[CH:21]([Si:24](Cl)([CH:28]([CH3:30])[CH3:29])[CH:25]([CH3:27])[CH3:26])([CH3:23])[CH3:22].O, predict the reaction product. The product is: [CH3:1][O:2][C:3](=[O:13])[C:4]1[CH:9]=[C:8]([O:10][Si:24]([CH:28]([CH3:30])[CH3:29])([CH:25]([CH3:27])[CH3:26])[CH:21]([CH3:23])[CH3:22])[CH:7]=[C:6]([Cl:11])[C:5]=1[OH:12]. (5) Given the reactants [OH:1][C@@H:2]1[C@H:6]([OH:7])[C@@H:5]([CH2:8][OH:9])[CH2:4][C@H:3]1[N:10]1[CH:19]=[CH:18][C:17]2[C:12](=[CH:13][C:14]([F:21])=[C:15](F)[CH:16]=2)[C:11]1=[O:22].[CH3:23][S-:24].[Na+], predict the reaction product. The product is: [OH:1][C@@H:2]1[C@H:6]([OH:7])[C@@H:5]([CH2:8][OH:9])[CH2:4][C@H:3]1[N:10]1[CH:19]=[CH:18][C:17]2[C:12](=[CH:13][C:14]([F:21])=[C:15]([S:24][CH3:23])[CH:16]=2)[C:11]1=[O:22]. (6) Given the reactants [Br:1][C:2]1[CH:3]=[C:4]2[C:9](=[CH:10][CH:11]=1)[CH:8]=[C:7]([C:12](Cl)=[O:13])[CH:6]=[CH:5]2.[NH2:15][C:16]1[CH:25]=[C:24]2[C:19]([CH2:20][CH:21]([CH2:26][OH:27])[CH2:22][NH:23]2)=[CH:18][CH:17]=1, predict the reaction product. The product is: [OH:27][CH2:26][CH:21]1[CH2:20][C:19]2[C:24](=[CH:25][C:16]([NH:15][C:12]([C:7]3[CH:6]=[CH:5][C:4]4[C:9](=[CH:10][CH:11]=[C:2]([Br:1])[CH:3]=4)[CH:8]=3)=[O:13])=[CH:17][CH:18]=2)[NH:23][CH2:22]1. (7) Given the reactants [CH3:1]CN=C=NCCCN(C)C.[C:12](=[S:14])=S.[CH2:15]([N:22]([CH2:27][C:28]1[CH:33]=[CH:32][CH:31]=[CH:30][CH:29]=1)[CH2:23][C@@H:24]([NH2:26])C)[C:16]1[CH:21]=[CH:20][CH:19]=[CH:18][CH:17]=1.[NH:34]1[CH2:39][CH2:38][CH:37]([N:40]2[C:44]3[CH:45]=[CH:46][CH:47]=[CH:48][C:43]=3[NH:42][C:41]2=[O:49])[CH2:36][CH2:35]1, predict the reaction product. The product is: [CH2:27]([N:22]([CH2:15][C:16]1[CH:17]=[CH:18][CH:19]=[CH:20][CH:21]=1)[C@@H:23]([CH3:1])[CH2:24][NH:26][C:12]([N:34]1[CH2:35][CH2:36][CH:37]([N:40]2[C:44]3[CH:45]=[CH:46][CH:47]=[CH:48][C:43]=3[NH:42][C:41]2=[O:49])[CH2:38][CH2:39]1)=[S:14])[C:28]1[CH:29]=[CH:30][CH:31]=[CH:32][CH:33]=1.